The task is: Predict the product of the given reaction.. This data is from Forward reaction prediction with 1.9M reactions from USPTO patents (1976-2016). Given the reactants [C:1]([O:4][CH2:5][CH:6]([C:12]1[CH:17]=[CH:16][C:15]([NH2:18])=[C:14](Br)[CH:13]=1)[CH2:7][O:8][C:9](=[O:11])[CH3:10])(=[O:3])[CH3:2].[C:20]1(B(O)O)[CH2:25][CH2:24][CH2:23][CH2:22][CH:21]=1, predict the reaction product. The product is: [C:1]([O:4][CH2:5][CH:6]([C:12]1[CH:17]=[CH:16][C:15]([NH2:18])=[C:14]([C:20]2[CH2:25][CH2:24][CH2:23][CH2:22][CH:21]=2)[CH:13]=1)[CH2:7][O:8][C:9](=[O:11])[CH3:10])(=[O:3])[CH3:2].